Dataset: Reaction yield outcomes from USPTO patents with 853,638 reactions. Task: Predict the reaction yield, written as a fraction of the theoretical maximum amount of product (1.0 means a 100% yield; for example, 0.34 means a 34% yield). (1) The reactants are [ClH:1].FC1C=CC=C(F)C=1[C:5]([NH:7][C:8]1[CH:13]=[CH:12][C:11]([O:14][C:15]2[CH:20]=[CH:19][N:18]=[C:17]3[NH:21][C:22]([C:24]4C=NC=CC=4)=[CH:23][C:16]=23)=[C:10]([F:30])[CH:9]=1)=[O:6].Cl.FC1C=C(NC(=O)[CH2:66][C:67]([NH:69][C:70]2[CH:75]=[CH:74][C:73]([F:76])=[CH:72][CH:71]=2)=[O:68])C=CC=1OC1C2=C(C)C(OCCN3CCOCC3)=CN2N=CN=1.CN(C(ON1N=NC2C=CC=NC1=2)=[N+](C)C)C.F[P-](F)(F)(F)(F)F.CCN(C(C)C)C(C)C. The catalyst is CN(C=O)C. The product is [ClH:1].[F:30][C:10]1[CH:9]=[C:8]([NH:7][C:5](=[O:6])[CH2:66][C:67]([NH:69][C:70]2[CH:75]=[CH:74][C:73]([F:76])=[CH:72][CH:71]=2)=[O:68])[CH:13]=[CH:12][C:11]=1[O:14][C:15]1[CH:20]=[CH:19][N:18]=[C:17]2[NH:21][C:22]([CH3:24])=[CH:23][C:16]=12. The yield is 0.340. (2) The catalyst is C(Cl)Cl. The yield is 0.850. The product is [Cl:5][C:6]1[CH:11]=[CH:10][C:9]([CH2:12][C:13]#[N:14])=[CH:8][C:7]=1[OH:15]. The reactants are B(Br)(Br)Br.[Cl:5][C:6]1[CH:11]=[CH:10][C:9]([CH2:12][C:13]#[N:14])=[CH:8][C:7]=1[O:15]C.